Task: Predict the product of the given reaction.. Dataset: Forward reaction prediction with 1.9M reactions from USPTO patents (1976-2016) (1) Given the reactants [Br:1][C:2]1[CH:7]=[CH:6][C:5]([S:8]([N:11]2[CH2:18][CH2:17][C:14]3([O:16][CH2:15]3)[CH:13]([F:19])[CH2:12]2)(=[O:10])=[O:9])=[CH:4][CH:3]=1.[CH:20]1([NH2:23])[CH2:22][CH2:21]1, predict the reaction product. The product is: [Br:1][C:2]1[CH:7]=[CH:6][C:5]([S:8]([N:11]2[CH2:18][CH2:17][C:14]([CH2:15][NH:23][CH:20]3[CH2:22][CH2:21]3)([OH:16])[CH:13]([F:19])[CH2:12]2)(=[O:10])=[O:9])=[CH:4][CH:3]=1. (2) Given the reactants [Cl:1][C:2]1[CH:11]=[CH:10][C:9]2[C:4](=[CH:5][CH:6]=[C:7]([CH:12](Br)Br)[CH:8]=2)[N:3]=1.C1N2CN3CN(C2)CN1C3.[OH2:25].Cl, predict the reaction product. The product is: [Cl:1][C:2]1[CH:11]=[CH:10][C:9]2[C:4](=[CH:5][CH:6]=[C:7]([CH:12]=[O:25])[CH:8]=2)[N:3]=1. (3) Given the reactants [CH3:1][O:2][C:3]([C:5]1[CH:9]=[CH:8][N:7]([CH3:10])[C:6]=1[CH2:11][C:12]([O:14][CH3:15])=[O:13])=[O:4].[H-].[Na+].[CH:18](OC)=[O:19], predict the reaction product. The product is: [CH3:1][O:2][C:3]([C:5]1[CH:9]=[CH:8][N:7]([CH3:10])[C:6]=1[C:11]([C:12]([O:14][CH3:15])=[O:13])=[CH:18][OH:19])=[O:4].